From a dataset of KCNQ2 potassium channel screen with 302,405 compounds. Binary Classification. Given a drug SMILES string, predict its activity (active/inactive) in a high-throughput screening assay against a specified biological target. (1) The drug is S(=O)(=O)(N1CCN(CC1)c1c(F)cccc1)c1c2c(c(=O)n(c1)CC(=O)NC(CC)C)cccc2. The result is 0 (inactive). (2) The compound is O1CCN(CCNC=2N(C(=C(C(N2)c2ccccc2)C(OC)=O)C)CC)CC1. The result is 0 (inactive). (3) The compound is O=C(Nc1c(cccc1)C(OC)=O)C1CCN(CC1)C(=O)N1CCOc2c1cccc2. The result is 0 (inactive). (4) The drug is S(c1n(C2CC2)c(nn1)c1c(F)cccc1)CC(=O)c1ccc(NC(=O)CC)cc1. The result is 0 (inactive).